This data is from Catalyst prediction with 721,799 reactions and 888 catalyst types from USPTO. The task is: Predict which catalyst facilitates the given reaction. Reactant: [H-].[Na+].[CH:3]([C:6]1[C:15]([CH3:16])=[C:14]([OH:17])[C:13]2[C:8](=[CH:9][C:10]([F:19])=[C:11]([F:18])[CH:12]=2)[N:7]=1)([CH3:5])[CH3:4].C(C1C(C)=C([O:33][C:34]([CH:36]2[CH2:38][CH2:37]2)=O)C2C(=CC(F)=C(F)C=2)N=1)C.C(C1C(C)=C(OC(C2CC2)=O)C2C(=CC=C(F)C=2F)N=1)C. Product: [CH:3]([C:6]1[C:15]([CH3:16])=[C:14]([O:17][C:34]([CH:36]2[CH2:38][CH2:37]2)=[O:33])[C:13]2[C:8](=[CH:9][C:10]([F:19])=[C:11]([F:18])[CH:12]=2)[N:7]=1)([CH3:5])[CH3:4]. The catalyst class is: 35.